Dataset: TCR-epitope binding with 47,182 pairs between 192 epitopes and 23,139 TCRs. Task: Binary Classification. Given a T-cell receptor sequence (or CDR3 region) and an epitope sequence, predict whether binding occurs between them. (1) The epitope is IPIQASLPF. The TCR CDR3 sequence is CSGRSKGAVNEKLFF. Result: 0 (the TCR does not bind to the epitope). (2) The epitope is YLNTLTLAV. The TCR CDR3 sequence is CASSAYGSTEAFF. Result: 1 (the TCR binds to the epitope).